This data is from Full USPTO retrosynthesis dataset with 1.9M reactions from patents (1976-2016). The task is: Predict the reactants needed to synthesize the given product. (1) Given the product [Cl:8][C:9]1[N:14]=[C:13]([NH:7][C:2]2[N:3]=[CH:4][CH:5]=[CH:6][N:1]=2)[C:12]([Cl:16])=[CH:11][N:10]=1, predict the reactants needed to synthesize it. The reactants are: [N:1]1[CH:6]=[CH:5][CH:4]=[N:3][C:2]=1[NH2:7].[Cl:8][C:9]1[N:14]=[C:13](Cl)[C:12]([Cl:16])=[CH:11][N:10]=1.C(=O)([O-])[O-].[K+].[K+]. (2) Given the product [F:20][C:15]1[CH:16]=[CH:17][CH:18]=[CH:19][C:14]=1[CH2:13][O:12][C:11]1[C:2]2[N:3]([CH:22]=[C:23]([CH3:24])[N:1]=2)[CH:4]=[C:5]([C:6]([O:8][CH3:9])=[O:7])[CH:10]=1, predict the reactants needed to synthesize it. The reactants are: [NH2:1][C:2]1[C:11]([O:12][CH2:13][C:14]2[CH:19]=[CH:18][CH:17]=[CH:16][C:15]=2[F:20])=[CH:10][C:5]([C:6]([O:8][CH3:9])=[O:7])=[CH:4][N:3]=1.Br[CH2:22][C:23](=O)[CH3:24].C(=O)([O-])O.[Na+]. (3) Given the product [Br:1][CH:2]([C:6]1[CH:11]=[CH:10][CH:9]=[CH:8][CH:7]=1)[C:3]([NH:14][CH2:15][CH3:16])=[O:5], predict the reactants needed to synthesize it. The reactants are: [Br:1][CH:2]([C:6]1[CH:11]=[CH:10][CH:9]=[CH:8][CH:7]=1)[C:3]([OH:5])=O.Cl.C[N:14](C)[CH2:15][CH2:16]CN=C=NCC.C(N)C. (4) The reactants are: [Cl-].[CH3:2]OC[P+](C1C=CC=CC=1)(C1C=CC=CC=1)C1C=CC=CC=1.[CH3:24][C:25]([O-])([CH3:27])[CH3:26].[Na+].[C:30]1([C:36]2[N:41]=[CH:40]C(C(=O)C)=[CH:38][N:37]=2)[CH:35]=[CH:34][CH:33]=[CH:32][CH:31]=1.C([O-])([O-])=O.[K+].[K+]. Given the product [CH3:24][CH:25]([C:27]1[CH:38]=[N:37][C:36]([C:30]2[CH:35]=[CH:34][CH:33]=[CH:32][CH:31]=2)=[N:41][CH:40]=1)[C:26]#[CH:2], predict the reactants needed to synthesize it. (5) Given the product [C:23]([O:27][C:28](=[O:42])[C:29]([CH3:41])([S:31][C:32]1[CH:40]=[CH:39][C:35]([C:36]([O:19][CH2:18][C:16]2[N:15]([CH2:20][CH2:21][CH3:22])[N:14]=[C:13]([CH2:6][C:7]3[CH:8]=[CH:9][C:10]([CH3:43])=[CH:11][CH:12]=3)[CH:17]=2)=[O:37])=[CH:34][CH:33]=1)[CH3:30])([CH3:26])([CH3:25])[CH3:24], predict the reactants needed to synthesize it. The reactants are: CCCCC[CH:6]([C:13]1[CH:17]=[C:16]([CH2:18][OH:19])[N:15]([CH2:20][CH2:21][CH3:22])[N:14]=1)[C:7]1[CH:12]=[CH:11][CH:10]=[CH:9][CH:8]=1.[C:23]([O:27][C:28](=[O:42])[C:29]([CH3:41])([S:31][C:32]1[CH:40]=[CH:39][C:35]([C:36](O)=[O:37])=[CH:34][CH:33]=1)[CH3:30])([CH3:26])([CH3:25])[CH3:24].[CH3:43]N(C1C=CC=CN=1)C.Cl.CN(C)CCCN=C=NCC.C(O)(=O)CC(CC(O)=O)(C(O)=O)O. (6) Given the product [N:33]1([C:28]([C:23]2[CH:24]=[N:25][C:26]3[C:21]([CH:22]=2)=[CH:20][CH:19]=[C:18]([NH:17][C:15]([C:10]2[C:9]([C:6]4[CH:7]=[CH:8][C:3]([C:2]([F:1])([F:32])[F:31])=[CH:4][CH:5]=4)=[CH:14][CH:13]=[CH:12][CH:11]=2)=[O:16])[CH:27]=3)=[O:30])[CH2:37][CH2:36][CH2:35][CH2:34]1, predict the reactants needed to synthesize it. The reactants are: [F:1][C:2]([F:32])([F:31])[C:3]1[CH:8]=[CH:7][C:6]([C:9]2[C:10]([C:15]([NH:17][C:18]3[CH:27]=[C:26]4[C:21]([CH:22]=[C:23]([C:28]([OH:30])=O)[CH:24]=[N:25]4)=[CH:20][CH:19]=3)=[O:16])=[CH:11][CH:12]=[CH:13][CH:14]=2)=[CH:5][CH:4]=1.[NH:33]1[CH2:37][CH2:36][CH2:35][CH2:34]1.Cl.CN(C)CCCN=C=NCC.ON1C2C=CC=CC=2N=N1.C(N(CC)CC)C.